This data is from Forward reaction prediction with 1.9M reactions from USPTO patents (1976-2016). The task is: Predict the product of the given reaction. (1) The product is: [ClH:33].[CH3:1][S:2][C:3]1[CH:8]=[CH:7][CH:6]=[CH:5][C:4]=1[C:9]1[C:19]2[O:18][CH2:17][CH2:16][NH:15][CH2:14][C:13]=2[CH:12]=[CH:11][CH:10]=1. Given the reactants [CH3:1][S:2][C:3]1[CH:8]=[CH:7][CH:6]=[CH:5][C:4]=1[C:9]1[C:19]2[O:18][CH2:17][CH2:16][N:15](C(OC(C)(C)C)=O)[CH2:14][C:13]=2[CH:12]=[CH:11][CH:10]=1.C(OCC)(=O)C.[ClH:33], predict the reaction product. (2) Given the reactants [Br:1][C:2]1[CH:7]=[CH:6][CH:5]=[CH:4][C:3]=1[C:8]1[O:9][C:10]([CH2:16][CH2:17][CH3:18])=[C:11]([C:13]([OH:15])=O)[N:12]=1.[CH3:19][O:20][CH2:21][CH2:22][N:23]([CH3:31])[C:24]1[CH:29]=[CH:28][C:27]([NH2:30])=[CH:26][N:25]=1, predict the reaction product. The product is: [CH3:19][O:20][CH2:21][CH2:22][N:23]([CH3:31])[C:24]1[N:25]=[CH:26][C:27]([NH:30][C:13]([C:11]2[N:12]=[C:8]([C:3]3[CH:4]=[CH:5][CH:6]=[CH:7][C:2]=3[Br:1])[O:9][C:10]=2[CH2:16][CH2:17][CH3:18])=[O:15])=[CH:28][CH:29]=1.